This data is from Reaction yield outcomes from USPTO patents with 853,638 reactions. The task is: Predict the reaction yield, written as a fraction of the theoretical maximum amount of product (1.0 means a 100% yield; for example, 0.34 means a 34% yield). (1) The reactants are I[CH2:2][C:3]1[N:4]=[N:5][N:6]([CH2:8][CH2:9][N:10]2[C:18](=[O:19])[C:17]3[C:12](=[CH:13][CH:14]=[CH:15][CH:16]=3)[C:11]2=[O:20])[CH:7]=1. The catalyst is [Pd].C(O)C. The product is [CH3:2][C:3]1[N:4]=[N:5][N:6]([CH2:8][CH2:9][N:10]2[C:11](=[O:20])[C:12]3[C:17](=[CH:16][CH:15]=[CH:14][CH:13]=3)[C:18]2=[O:19])[CH:7]=1. The yield is 0.740. (2) The reactants are Cl[C:2]1[CH:3]=[CH:4][C:5]2[N:11]3[CH2:12][C@H:8]([CH2:9][CH2:10]3)[N:7]([C:13]([NH:15][C:16]3[CH:21]=[N:20][CH:19]=[CH:18][N:17]=3)=[O:14])[C:6]=2[N:22]=1.[CH3:23][NH:24][C:25]1[CH:30]=[C:29](B2OC(C)(C)C(C)(C)O2)[CH:28]=[CH:27][N:26]=1.[O-]P([O-])([O-])=O.[K+].[K+].[K+].C1(P(C2CCCCC2)C2C=CC=CC=2C2C(C(C)C)=CC(C(C)C)=CC=2C(C)C)CCCCC1. The catalyst is O1CCOCC1.O.CCOC(C)=O.CC([O-])=O.CC([O-])=O.[Pd+2].CO. The product is [CH3:23][NH:24][C:25]1[CH:30]=[C:29]([C:2]2[CH:3]=[CH:4][C:5]3[N:11]4[CH2:12][C@H:8]([CH2:9][CH2:10]4)[N:7]([C:13]([NH:15][C:16]4[CH:21]=[N:20][CH:19]=[CH:18][N:17]=4)=[O:14])[C:6]=3[N:22]=2)[CH:28]=[CH:27][N:26]=1. The yield is 0.519. (3) The reactants are [F:1][CH:2]([S:12]([C:15]1[CH:20]=[CH:19][CH:18]=[CH:17][CH:16]=1)(=[O:14])=[O:13])[S:3]([C:6]1[CH:11]=[CH:10][CH:9]=[CH:8][CH:7]=1)(=[O:5])=[O:4].[Li]CCCC.CCCCCC.[Br:32][C:33]1[CH:34]=[C:35]2[C:41]([CH:42]([C:44]3[C:49]([O:50][CH3:51])=[CH:48][CH:47]=[C:46]([F:52])[C:45]=3[Cl:53])O)=[CH:40][NH:39][C:36]2=[N:37][CH:38]=1.S(Cl)(Cl)=O. The catalyst is C1COCC1.C(Cl)Cl. The product is [Br:32][C:33]1[CH:34]=[C:35]2[C:41]([CH:42]([C:44]3[C:49]([O:50][CH3:51])=[CH:48][CH:47]=[C:46]([F:52])[C:45]=3[Cl:53])[C:2]([F:1])([S:3]([C:6]3[CH:7]=[CH:8][CH:9]=[CH:10][CH:11]=3)(=[O:5])=[O:4])[S:12]([C:15]3[CH:20]=[CH:19][CH:18]=[CH:17][CH:16]=3)(=[O:14])=[O:13])=[CH:40][NH:39][C:36]2=[N:37][CH:38]=1. The yield is 0.850. (4) The reactants are [Br:1][C:2]1[N:7]=[C:6]2[C:8]([I:11])=[CH:9][NH:10][C:5]2=[N:4][CH:3]=1.[H-].[Na+].[C:14]1([CH3:24])[CH:19]=[CH:18][C:17]([S:20](Cl)(=[O:22])=[O:21])=[CH:16][CH:15]=1. The product is [Br:1][C:2]1[N:7]=[C:6]2[C:8]([I:11])=[CH:9][N:10]([S:20]([C:17]3[CH:18]=[CH:19][C:14]([CH3:24])=[CH:15][CH:16]=3)(=[O:22])=[O:21])[C:5]2=[N:4][CH:3]=1. The yield is 0.940. The catalyst is C1COCC1.CCOC(C)=O. (5) The reactants are [Cl:1][C:2]1[CH:19]=[C:18]([CH:20]=[CH2:21])[CH:17]=[CH:16][C:3]=1[CH2:4][N:5]1[C:13](=[O:14])[C:12]2[C:7](=[CH:8][CH:9]=[CH:10][CH:11]=2)[C:6]1=[O:15].Br[CH:23]([C:28]1[CH:33]=[C:32]([Cl:34])[CH:31]=[C:30]([Cl:35])[CH:29]=1)[C:24]([F:27])([F:26])[F:25].N1C=CC=CC=1C1C=CC=CN=1. The catalyst is ClC1C=CC=CC=1Cl.Cl[Cu]. The product is [Cl:1][C:2]1[CH:19]=[C:18](/[CH:20]=[CH:21]/[CH:23]([C:28]2[CH:29]=[C:30]([Cl:35])[CH:31]=[C:32]([Cl:34])[CH:33]=2)[C:24]([F:27])([F:26])[F:25])[CH:17]=[CH:16][C:3]=1[CH2:4][N:5]1[C:13](=[O:14])[C:12]2[C:7](=[CH:8][CH:9]=[CH:10][CH:11]=2)[C:6]1=[O:15]. The yield is 0.500. (6) The reactants are [NH2:1][C:2]1[N:7]=[CH:6][C:5]([C:8]2[CH:29]=[CH:28][C:11]3[N:12]([C:24]([CH3:27])([CH3:26])[CH3:25])[C:13]([C:15]4[CH:16]=[C:17]([CH:20]=[CH:21][C:22]=4F)[C:18]#[N:19])=[N:14][C:10]=3[CH:9]=2)=[CH:4][N:3]=1.C[N:31]1[CH2:35][N:34]=[CH:33][NH:32]1.[C:36]([O-])([O-])=O.[K+].[K+]. The catalyst is CS(C)=O. The product is [NH2:1][C:2]1[N:7]=[CH:6][C:5]([C:8]2[CH:29]=[CH:28][C:11]3[N:12]([C:24]([CH3:27])([CH3:26])[CH3:25])[C:13]([C:15]4[CH:16]=[C:17]([CH:20]=[CH:21][C:22]=4[N:31]4[CH:35]=[N:34][C:33]([CH3:36])=[N:32]4)[C:18]#[N:19])=[N:14][C:10]=3[CH:9]=2)=[CH:4][N:3]=1. The yield is 0.560. (7) The reactants are [CH2:1]([N:3]([CH2:14][C:15]1[N:19]([CH2:20][CH2:21][C:22]#[N:23])[C:18]2[CH:24]=[CH:25][CH:26]=[CH:27][C:17]=2[N:16]=1)[CH:4]1[C:13]2[N:12]=[CH:11][CH:10]=[CH:9][C:8]=2[CH2:7][CH2:6][CH2:5]1)[CH3:2].NCCCN1C2C=CC=CC=2N=C1CN(C)C1C2N=CC=CC=2CCC1. No catalyst specified. The product is [NH2:23][CH2:22][CH2:21][CH2:20][N:19]1[C:18]2[CH:24]=[CH:25][CH:26]=[CH:27][C:17]=2[N:16]=[C:15]1[CH2:14][N:3]([CH2:1][CH3:2])[CH:4]1[C:13]2[N:12]=[CH:11][CH:10]=[CH:9][C:8]=2[CH2:7][CH2:6][CH2:5]1. The yield is 0.740. (8) The reactants are C[O:2][C:3](=[O:27])[C:4]1[CH:9]=[CH:8][C:7]([S:10]([N:13]2[C:21]3[C:16](=[CH:17][CH:18]=[CH:19][CH:20]=3)[C:15]([CH:22]3[CH2:26][CH2:25][CH2:24][CH2:23]3)=[CH:14]2)(=[O:12])=[O:11])=[CH:6][CH:5]=1.[OH-].[Na+].Cl. The catalyst is C1COCC1. The product is [CH:22]1([C:15]2[C:16]3[C:21](=[CH:20][CH:19]=[CH:18][CH:17]=3)[N:13]([S:10]([C:7]3[CH:8]=[CH:9][C:4]([C:3]([OH:27])=[O:2])=[CH:5][CH:6]=3)(=[O:12])=[O:11])[CH:14]=2)[CH2:23][CH2:24][CH2:25][CH2:26]1. The yield is 0.895. (9) The reactants are Cl.[CH:2]1[C:12]2[CH2:11][CH2:10][C:9]3[CH:13]=[CH:14][CH:15]=[CH:16][C:8]=3[N:7]([CH2:17][CH2:18][CH2:19][NH2:20])[C:6]=2[CH:5]=[CH:4][CH:3]=1.CCN(CC)CC.[Cl:28][C:29]1[CH:34]=[CH:33][C:32]([S:35](Cl)(=[O:37])=[O:36])=[CH:31][CH:30]=1. The catalyst is CN(C=O)C. The product is [Cl:28][C:29]1[CH:34]=[CH:33][C:32]([S:35]([NH:20][CH2:19][CH2:18][CH2:17][N:7]2[C:8]3[CH:16]=[CH:15][CH:14]=[CH:13][C:9]=3[CH2:10][CH2:11][C:12]3[CH:2]=[CH:3][CH:4]=[CH:5][C:6]2=3)(=[O:37])=[O:36])=[CH:31][CH:30]=1. The yield is 0.810.